This data is from NCI-60 drug combinations with 297,098 pairs across 59 cell lines. The task is: Regression. Given two drug SMILES strings and cell line genomic features, predict the synergy score measuring deviation from expected non-interaction effect. (1) Cell line: MALME-3M. Drug 1: C1CCC(CC1)NC(=O)N(CCCl)N=O. Drug 2: C1C(C(OC1N2C=C(C(=O)NC2=O)F)CO)O. Synergy scores: CSS=23.7, Synergy_ZIP=-1.77, Synergy_Bliss=2.82, Synergy_Loewe=3.47, Synergy_HSA=3.70. (2) Cell line: A549. Synergy scores: CSS=0.161, Synergy_ZIP=-0.358, Synergy_Bliss=-0.727, Synergy_Loewe=-3.16, Synergy_HSA=-1.76. Drug 2: CC(C)NC(=O)C1=CC=C(C=C1)CNNC.Cl. Drug 1: CCC(=C(C1=CC=CC=C1)C2=CC=C(C=C2)OCCN(C)C)C3=CC=CC=C3.C(C(=O)O)C(CC(=O)O)(C(=O)O)O. (3) Drug 2: CN(C(=O)NC(C=O)C(C(C(CO)O)O)O)N=O. Cell line: UACC62. Drug 1: CC(C1=C(C=CC(=C1Cl)F)Cl)OC2=C(N=CC(=C2)C3=CN(N=C3)C4CCNCC4)N. Synergy scores: CSS=3.98, Synergy_ZIP=-4.29, Synergy_Bliss=-8.63, Synergy_Loewe=-11.4, Synergy_HSA=-7.98. (4) Drug 1: CC1=CC2C(CCC3(C2CCC3(C(=O)C)OC(=O)C)C)C4(C1=CC(=O)CC4)C. Drug 2: CC1=C(N=C(N=C1N)C(CC(=O)N)NCC(C(=O)N)N)C(=O)NC(C(C2=CN=CN2)OC3C(C(C(C(O3)CO)O)O)OC4C(C(C(C(O4)CO)O)OC(=O)N)O)C(=O)NC(C)C(C(C)C(=O)NC(C(C)O)C(=O)NCCC5=NC(=CS5)C6=NC(=CS6)C(=O)NCCC[S+](C)C)O. Cell line: NCI/ADR-RES. Synergy scores: CSS=4.57, Synergy_ZIP=-2.82, Synergy_Bliss=2.48, Synergy_Loewe=-9.25, Synergy_HSA=0.587.